Dataset: Catalyst prediction with 721,799 reactions and 888 catalyst types from USPTO. Task: Predict which catalyst facilitates the given reaction. (1) Reactant: C[O:2][C:3](=[O:24])[C@@H:4]([NH:16][C:17]([O:19][C:20]([CH3:23])([CH3:22])[CH3:21])=[O:18])[CH2:5][C:6]1[C:11]([CH3:12])=[CH:10][C:9]([C:13]#[N:14])=[CH:8][C:7]=1[CH3:15].CS(C)=[O:27].C([O-])([O-])=O.[K+].[K+].OO. Product: [C:20]([O:19][C:17]([NH:16][C@@H:4]([CH2:5][C:6]1[C:11]([CH3:12])=[CH:10][C:9]([C:13](=[O:27])[NH2:14])=[CH:8][C:7]=1[CH3:15])[C:3]([OH:2])=[O:24])=[O:18])([CH3:23])([CH3:22])[CH3:21]. The catalyst class is: 6. (2) Reactant: [Br:1][C:2]1[O:6][C:5]([C@H:7]([O:17][C:18]2[CH:23]=[CH:22][C:21]([F:24])=[C:20]([C:25](=[O:27])[NH2:26])[C:19]=2[F:28])[CH2:8][O:9][C:10](=[O:16])[CH2:11][CH2:12][C:13]([OH:15])=[O:14])=[N:4][C:3]=1[C:29]1[CH:34]=[CH:33][C:32]([C:35]([F:38])([F:37])[F:36])=[CH:31][CH:30]=1.[NH2:39][C@H:40]([C:48]([OH:50])=[O:49])[CH2:41][CH2:42][CH2:43][NH:44][C:45](=[NH:47])[NH2:46]. Product: [NH2:39][C@H:40]([C:48]([OH:50])=[O:49])[CH2:41][CH2:42][CH2:43][NH:44][C:45](=[NH:46])[NH2:47].[Br:1][C:2]1[O:6][C:5]([C@H:7]([O:17][C:18]2[CH:23]=[CH:22][C:21]([F:24])=[C:20]([C:25](=[O:27])[NH2:26])[C:19]=2[F:28])[CH2:8][O:9][C:10](=[O:16])[CH2:11][CH2:12][C:13]([OH:15])=[O:14])=[N:4][C:3]=1[C:29]1[CH:30]=[CH:31][C:32]([C:35]([F:36])([F:37])[F:38])=[CH:33][CH:34]=1. The catalyst class is: 100. (3) Reactant: C([N:3](CC)CC)C.ClC(OCC)=O.[OH:14][CH:15]([CH2:34][C:35]1[CH:40]=[CH:39][CH:38]=[CH:37][CH:36]=1)/[CH:16]=[CH:17]/[C@H:18]1[CH2:23][CH2:22][CH2:21][C:20](=[O:24])[N:19]1[CH2:25][C:26]#[C:27][CH2:28][O:29][CH2:30][C:31](O)=[O:32].N.C([O-])(O)=O.[Na+]. Product: [OH:14][CH:15]([CH2:34][C:35]1[CH:40]=[CH:39][CH:38]=[CH:37][CH:36]=1)/[CH:16]=[CH:17]/[C@H:18]1[CH2:23][CH2:22][CH2:21][C:20](=[O:24])[N:19]1[CH2:25][C:26]#[C:27][CH2:28][O:29][CH2:30][C:31]([NH2:3])=[O:32]. The catalyst class is: 2.